Dataset: Peptide-MHC class I binding affinity with 185,985 pairs from IEDB/IMGT. Task: Regression. Given a peptide amino acid sequence and an MHC pseudo amino acid sequence, predict their binding affinity value. This is MHC class I binding data. (1) The peptide sequence is FLEQGGFKA. The MHC is HLA-B15:01 with pseudo-sequence HLA-B15:01. The binding affinity (normalized) is 0.0847. (2) The peptide sequence is KVQRQIQVH. The MHC is HLA-A03:01 with pseudo-sequence HLA-A03:01. The binding affinity (normalized) is 0.0964.